This data is from HIV replication inhibition screening data with 41,000+ compounds from the AIDS Antiviral Screen. The task is: Binary Classification. Given a drug SMILES string, predict its activity (active/inactive) in a high-throughput screening assay against a specified biological target. (1) The molecule is OC(C(c1ccccc1)c1ccccn1)(C(F)(F)F)C(F)(F)F. The result is 0 (inactive). (2) The molecule is C=C=C(C(=O)OC)S(=O)c1ccccc1[N+](=O)[O-]. The result is 0 (inactive). (3) The molecule is O=C(O)CSc1nnc(-c2ccccc2)[nH]1. The result is 0 (inactive). (4) The molecule is O=C1CSC(c2cccc(Cl)c2)N1N1C(=O)CSC1c1cccc(Cl)c1. The result is 0 (inactive).